From a dataset of Reaction yield outcomes from USPTO patents with 853,638 reactions. Predict the reaction yield, written as a fraction of the theoretical maximum amount of product (1.0 means a 100% yield; for example, 0.34 means a 34% yield). (1) The reactants are [C:1](=[O:12])(OC(Cl)(Cl)Cl)OC(Cl)(Cl)Cl.[NH2:13][C:14]1[CH:15]=[C:16]([CH:35]=[CH:36][CH:37]=1)[O:17][C:18]1[CH:32]=[CH:31][C:21]2[N:22]=[C:23]([NH:25][C:26]([CH:28]3[CH2:30][CH2:29]3)=[O:27])[S:24][C:20]=2[C:19]=1[C:33]#[N:34].C(N(CC)CC)C.[F:45][C:46]([F:55])([F:54])[C:47]1[CH:48]=[CH:49][C:50]([NH2:53])=[N:51][CH:52]=1. The catalyst is O1CCCC1.C(OCC)(=O)C. The product is [C:33]([C:19]1[C:20]2[S:24][C:23]([NH:25][C:26]([CH:28]3[CH2:30][CH2:29]3)=[O:27])=[N:22][C:21]=2[CH:31]=[CH:32][C:18]=1[O:17][C:16]1[CH:35]=[CH:36][CH:37]=[C:14]([NH:13][C:1](=[O:12])[NH:53][C:50]2[CH:49]=[CH:48][C:47]([C:46]([F:54])([F:45])[F:55])=[CH:52][N:51]=2)[CH:15]=1)#[N:34]. The yield is 0.370. (2) The reactants are [NH2:1][CH2:2][CH:3]([C:6]1[CH:11]=[CH:10][C:9]([NH:12][C:13]([C:15]2[N:16]([CH2:22][O:23][CH2:24][CH2:25][Si:26]([CH3:29])([CH3:28])[CH3:27])[CH:17]=[C:18]([C:20]#[N:21])[N:19]=2)=[O:14])=[C:8]([C:30]2[CH2:35][CH2:34][CH2:33][CH2:32][CH:31]=2)[CH:7]=1)[CH2:4][NH2:5].CS[C:38](SC)=[N:39][C:40]#[N:41]. The catalyst is C(Cl)Cl. The product is [C:40]([N:39]=[C:38]1[NH:1][CH2:2][CH:3]([C:6]2[CH:11]=[CH:10][C:9]([NH:12][C:13]([C:15]3[N:16]([CH2:22][O:23][CH2:24][CH2:25][Si:26]([CH3:29])([CH3:27])[CH3:28])[CH:17]=[C:18]([C:20]#[N:21])[N:19]=3)=[O:14])=[C:8]([C:30]3[CH2:35][CH2:34][CH2:33][CH2:32][CH:31]=3)[CH:7]=2)[CH2:4][NH:5]1)#[N:41]. The yield is 0.620. (3) The reactants are [F:1][C:2]1[C:7]([OH:8])=[CH:6][CH:5]=[C:4]([F:9])[C:3]=1[C:10]([NH2:12])=[O:11].Cl[CH2:14][C:15]1[S:16][C:17]2[CH:23]=[C:22]([O:24][CH3:25])[CH:21]=[CH:20][C:18]=2[N:19]=1. No catalyst specified. The product is [F:1][C:2]1[C:7]([O:8][CH2:14][C:15]2[S:16][C:17]3[CH:23]=[C:22]([O:24][CH3:25])[CH:21]=[CH:20][C:18]=3[N:19]=2)=[CH:6][CH:5]=[C:4]([F:9])[C:3]=1[C:10]([NH2:12])=[O:11]. The yield is 0.190.